This data is from Catalyst prediction with 721,799 reactions and 888 catalyst types from USPTO. The task is: Predict which catalyst facilitates the given reaction. Reactant: Br[C:2]1[CH:3]=[C:4]([CH:9]=[CH:10][N:11]=1)[C:5]([O:7][CH3:8])=[O:6].[CH3:12][C:13]1[N:14]=[C:15]([Sn](CCCC)(CCCC)CCCC)[S:16][CH:17]=1. Product: [CH3:12][C:13]1[N:14]=[C:15]([C:2]2[CH:3]=[C:4]([CH:9]=[CH:10][N:11]=2)[C:5]([O:7][CH3:8])=[O:6])[S:16][CH:17]=1. The catalyst class is: 128.